This data is from HIV replication inhibition screening data with 41,000+ compounds from the AIDS Antiviral Screen. The task is: Binary Classification. Given a drug SMILES string, predict its activity (active/inactive) in a high-throughput screening assay against a specified biological target. The drug is Nc1scc2[nH]c3ccccc3[n+]12. The result is 0 (inactive).